Dataset: Peptide-MHC class I binding affinity with 185,985 pairs from IEDB/IMGT. Task: Regression. Given a peptide amino acid sequence and an MHC pseudo amino acid sequence, predict their binding affinity value. This is MHC class I binding data. (1) The peptide sequence is ARRHRILDI. The MHC is HLA-B27:05 with pseudo-sequence HLA-B27:05. The binding affinity (normalized) is 0.361. (2) The peptide sequence is WESGAVLCV. The MHC is HLA-B58:01 with pseudo-sequence HLA-B58:01. The binding affinity (normalized) is 0.0847.